From a dataset of Experimentally validated miRNA-target interactions with 360,000+ pairs, plus equal number of negative samples. Binary Classification. Given a miRNA mature sequence and a target amino acid sequence, predict their likelihood of interaction. (1) The miRNA is hsa-miR-4641 with sequence UGCCCAUGCCAUACUUUUGCCUCA. The protein sequence of the target gene is MAAAAIPALLLCLPLLFLLFGWSRARRDDPHSLCYDITVIPKFRPGPRWCAVQGQVDEKTFLHYDCGNKTVTPVSPLGKKLNVTMAWKAQNPVLREVVDILTEQLLDIQLENYTPKEPLTLQARMSCEQKAEGHSSGSWQFSIDGQTFLLFDSEKRMWTTVHPGARKMKEKWENDKDVAMSFHYISMGDCIGWLEDFLMGMDSTLEPSAGAPLAMSSGTTQLRATATTLILCCLLIILPCFILPGI. Result: 0 (no interaction). (2) The miRNA is hsa-miR-373-3p with sequence GAAGUGCUUCGAUUUUGGGGUGU. The protein sequence of the target gene is MWPQPRLPPRPAMSEETRQSKLAAAKKKLREYQQRNSPGVPTGAKKKKKIKNGSNPETTTSGGCHSPEDTPKDNAATLQPSDDTVLPGGVPSPGASLTSMAASQNHDADNVPNLMDETKTFSSTESLRQLSQQLNGLVCESATCVNGEGPASSANLKDLESRYQQLAVALDSSYVTNKQLNITIEKLKQQNQEITDQLEEEKKECHQKQGALREQLQVHIQTIGILVSEKAELQTALAHTQHAARQKEGESEDLASRLQYSRRRVGELERALSAVSTQQKKADRYNKELTKERDALRLEL.... Result: 1 (interaction).